The task is: Predict the product of the given reaction.. This data is from Forward reaction prediction with 1.9M reactions from USPTO patents (1976-2016). (1) Given the reactants C1C2C(COC([NH:18][C@@H:19]([C:27]([OH:29])=O)[CH2:20][C:21]3[CH:26]=[CH:25][CH:24]=[CH:23][CH:22]=3)=O)C3C(=CC=CC=3)C=2C=CC=1.[B-](F)(F)(F)F.CN(C([O:42][N:43]1C(=O)C=CC=C1)=[N+](C)C)C.C(N(C(C)C)C(C)C)C.ClCCl.N1CCCCC1, predict the reaction product. The product is: [NH2:18][C@H:19]([CH2:20][C:21]1[CH:26]=[CH:25][CH:24]=[CH:23][CH:22]=1)[C:27]([NH:43][OH:42])=[O:29]. (2) Given the reactants [C:1]([C:3]([CH3:35])([CH2:28][C:29]1[CH:34]=[CH:33][CH:32]=[CH:31][CH:30]=1)[CH2:4][NH:5][C:6]([C:8]1[C:12]([NH:13][C:14]([C:16]2[CH:21]=[CH:20][CH:19]=[CH:18][N:17]=2)=[O:15])=[CH:11][N:10](C2CCCCO2)[N:9]=1)=[O:7])#[N:2].O.C1(C)C=CC(S(O)(=O)=O)=CC=1, predict the reaction product. The product is: [C:1]([C:3]([CH3:35])([CH2:28][C:29]1[CH:34]=[CH:33][CH:32]=[CH:31][CH:30]=1)[CH2:4][NH:5][C:6]([C:8]1[C:12]([NH:13][C:14]([C:16]2[CH:21]=[CH:20][CH:19]=[CH:18][N:17]=2)=[O:15])=[CH:11][NH:10][N:9]=1)=[O:7])#[N:2].